From a dataset of Full USPTO retrosynthesis dataset with 1.9M reactions from patents (1976-2016). Predict the reactants needed to synthesize the given product. (1) Given the product [CH:11]1[C:12]2[C:21](=[CH:20][C:19]3[C:14]([CH:13]=2)=[CH:15][CH:16]=[CH:17][CH:18]=3)[CH:8]=[CH:9][CH:10]=1, predict the reactants needed to synthesize it. The reactants are: C(C(=C)C([O-])=O)#N.[CH:8]1[C:21]2[C:12](=[CH:13][C:14]3[C:19]([CH:20]=2)=[CH:18][CH:17]=[CH:16][CH:15]=3)[CH:11]=[CH:10][CH:9]=1.C(C(=C)C(Cl)=O)#N.CO.C(N(CC)CC)C. (2) Given the product [C:1]([CH:3]1[CH2:6][N:5]([C:7](=[O:31])[C@H:8]([NH:10][C:11]([C:13]2[C:21]3[C:16](=[N:17][CH:18]=[C:19]([C:76]4[CH:77]=[C:72]([N:67]5[CH:71]=[CH:70][CH:69]=[N:68]5)[CH:73]=[CH:74][N:75]=4)[N:20]=3)[NH:15][CH:14]=2)=[O:12])[CH3:9])[CH2:4]1)#[N:2], predict the reactants needed to synthesize it. The reactants are: [C:1]([CH:3]1[CH2:6][N:5]([C:7](=[O:31])[C@H:8]([NH:10][C:11]([C:13]2[C:21]3[C:16](=[N:17][CH:18]=[C:19](Br)[N:20]=3)[N:15](COCC[Si](C)(C)C)[CH:14]=2)=[O:12])[CH3:9])[CH2:4]1)#[N:2].C(C1CCN(C(=O)[C@H](NC(C2C3C(=NC=C(Br)N=3)N(COCC[Si](C)(C)C)C=2)=O)C2CC2)CC1)#N.[N:67]1([C:72]2[CH:77]=[CH:76][N:75]=[C:74]([Sn](CCCC)(CCCC)CCCC)[CH:73]=2)[CH:71]=[CH:70][CH:69]=[N:68]1.C(C1C=CN=C([Sn](CCCC)(CCCC)CCCC)C=1)(C)(C)C. (3) The reactants are: [NH2:1][C:2]1[CH:9]=[CH:8][C:7]([O:10][C:11]2[CH:16]=[CH:15][C:14]([NH:17][C:18]3[CH:23]=[CH:22][C:21]([F:24])=[C:20]([F:25])[CH:19]=3)=[CH:13][CH:12]=2)=[CH:6][C:3]=1[C:4]#[N:5].[CH2:26]([O:30][C:31]1[CH:36]=[CH:35][C:34]([S:37](Cl)(=[O:39])=[O:38])=[CH:33][CH:32]=1)[CH2:27][CH2:28][CH3:29]. Given the product [CH2:26]([O:30][C:31]1[CH:36]=[CH:35][C:34]([S:37]([NH:1][C:2]2[CH:9]=[CH:8][C:7]([O:10][C:11]3[CH:16]=[CH:15][C:14]([NH:17][C:18]4[CH:23]=[CH:22][C:21]([F:24])=[C:20]([F:25])[CH:19]=4)=[CH:13][CH:12]=3)=[CH:6][C:3]=2[C:4]#[N:5])(=[O:39])=[O:38])=[CH:33][CH:32]=1)[CH2:27][CH2:28][CH3:29], predict the reactants needed to synthesize it. (4) Given the product [F:5][C:6]1[CH:7]=[CH:8][C:9]([C:12]2[C:20]3[C:19]([O:21][CH2:22][CH2:23][CH2:24][O:25][C:26]4[CH:27]=[C:28]([CH:32]=[CH:33][CH:34]=4)[C:29]([NH:35][NH2:36])=[O:31])=[N:18][CH:17]=[N:16][C:15]=3[S:14][CH:13]=2)=[CH:10][CH:11]=1, predict the reactants needed to synthesize it. The reactants are: S(Cl)(Cl)=O.[F:5][C:6]1[CH:11]=[CH:10][C:9]([C:12]2[C:20]3[C:19]([O:21][CH2:22][CH2:23][CH2:24][O:25][C:26]4[CH:27]=[C:28]([CH:32]=[CH:33][CH:34]=4)[C:29]([OH:31])=O)=[N:18][CH:17]=[N:16][C:15]=3[S:14][CH:13]=2)=[CH:8][CH:7]=1.[NH2:35][NH2:36]. (5) The reactants are: Cl[C:2]1[C:11]2[C:6](=[C:7]([C:12]([F:15])([F:14])[F:13])[CH:8]=[CH:9][CH:10]=2)[N:5]=[C:4]([C:16]([F:19])([F:18])[F:17])[CH:3]=1.[NH2:20][C@H:21]1[CH2:26][CH2:25][C@H:24]([NH2:27])[CH2:23][CH2:22]1.[OH-].[Na+]. Given the product [F:17][C:16]([F:19])([F:18])[C:4]1[CH:3]=[C:2]([NH:20][C@H:21]2[CH2:26][CH2:25][C@H:24]([NH2:27])[CH2:23][CH2:22]2)[C:11]2[C:6](=[C:7]([C:12]([F:15])([F:14])[F:13])[CH:8]=[CH:9][CH:10]=2)[N:5]=1, predict the reactants needed to synthesize it. (6) Given the product [F:1][C:2]1[CH:3]=[CH:4][C:5]([N:8]2[CH2:9][CH2:10][N:11]([C:14]([CH3:20])([CH3:19])[CH2:15][CH2:16][C:17]#[N:18])[CH2:12][CH2:13]2)=[CH:6][CH:7]=1, predict the reactants needed to synthesize it. The reactants are: [F:1][C:2]1[CH:7]=[CH:6][C:5]([N:8]2[CH2:13][CH2:12][N:11]([C:14]([CH3:20])([CH3:19])/[CH:15]=[CH:16]/[C:17]#[N:18])[CH2:10][CH2:9]2)=[CH:4][CH:3]=1. (7) Given the product [ClH:16].[F:1][C@H:2]1[CH2:7][CH2:6][NH:5][C@@H:4]([CH3:15])[CH2:3]1, predict the reactants needed to synthesize it. The reactants are: [F:1][C@H:2]1[CH2:7][CH2:6][N:5](C(OC(C)(C)C)=O)[C@@H:4]([CH3:15])[CH2:3]1.[ClH:16].CCOCC.